Dataset: Reaction yield outcomes from USPTO patents with 853,638 reactions. Task: Predict the reaction yield, written as a fraction of the theoretical maximum amount of product (1.0 means a 100% yield; for example, 0.34 means a 34% yield). The reactants are [F:1][C:2]1[CH:3]=[C:4]([C:8]2([CH2:29][CH2:30][N:31]3[C@H:36]4[CH2:37][CH2:38][C@@H:32]3[CH2:33][CH:34]([N:39]3[C:43]5[CH:44]=[CH:45][CH:46]=[CH:47][C:42]=5[N:41]=[C:40]3[CH3:48])[CH2:35]4)[CH2:13][CH2:12][N:11]([C:14]([C:16]([NH:21]C(=O)OC(C)(C)C)([CH3:20])[CH:17]([CH3:19])[CH3:18])=[O:15])[CH2:10][CH2:9]2)[CH:5]=[CH:6][CH:7]=1.Cl. No catalyst specified. The product is [F:1][C:2]1[CH:3]=[C:4]([C:8]2([CH2:29][CH2:30][N:31]3[C@H:36]4[CH2:37][CH2:38][C@@H:32]3[CH2:33][CH:34]([N:39]3[C:43]5[CH:44]=[CH:45][CH:46]=[CH:47][C:42]=5[N:41]=[C:40]3[CH3:48])[CH2:35]4)[CH2:13][CH2:12][N:11]([C:14](=[O:15])[C:16]([CH3:20])([NH2:21])[CH:17]([CH3:18])[CH3:19])[CH2:10][CH2:9]2)[CH:5]=[CH:6][CH:7]=1. The yield is 0.990.